This data is from Catalyst prediction with 721,799 reactions and 888 catalyst types from USPTO. The task is: Predict which catalyst facilitates the given reaction. Reactant: [O:1]=[C:2]([N:8]1[CH2:13][CH2:12][C:11](=O)[CH:10]([C:15]2[CH:20]=[CH:19][CH:18]=[CH:17][CH:16]=2)[CH2:9]1)[CH2:3][NH:4][C:5](=[O:7])[CH3:6].[C:21]1([C@@H:27]([NH2:29])[CH3:28])[CH:26]=[CH:25][CH:24]=[CH:23][CH:22]=1. Product: [O:1]=[C:2]([N:8]1[CH2:13][CH2:12][C@H:11]([NH:29][C@H:27]([C:21]2[CH:26]=[CH:25][CH:24]=[CH:23][CH:22]=2)[CH3:28])[C@H:10]([C:15]2[CH:20]=[CH:19][CH:18]=[CH:17][CH:16]=2)[CH2:9]1)[CH2:3][NH:4][C:5](=[O:7])[CH3:6]. The catalyst class is: 743.